Task: Regression. Given two drug SMILES strings and cell line genomic features, predict the synergy score measuring deviation from expected non-interaction effect.. Dataset: NCI-60 drug combinations with 297,098 pairs across 59 cell lines (1) Drug 1: C1CCC(CC1)NC(=O)N(CCCl)N=O. Drug 2: CC1=C(C=C(C=C1)C(=O)NC2=CC(=CC(=C2)C(F)(F)F)N3C=C(N=C3)C)NC4=NC=CC(=N4)C5=CN=CC=C5. Cell line: SK-MEL-5. Synergy scores: CSS=22.0, Synergy_ZIP=0.489, Synergy_Bliss=9.04, Synergy_Loewe=-0.267, Synergy_HSA=4.59. (2) Drug 1: COC1=C(C=C2C(=C1)N=CN=C2NC3=CC(=C(C=C3)F)Cl)OCCCN4CCOCC4. Drug 2: C1=CN(C=N1)CC(O)(P(=O)(O)O)P(=O)(O)O. Cell line: MOLT-4. Synergy scores: CSS=17.5, Synergy_ZIP=5.91, Synergy_Bliss=1.87, Synergy_Loewe=-5.03, Synergy_HSA=2.68. (3) Drug 1: CC12CCC3C(C1CCC2=O)CC(=C)C4=CC(=O)C=CC34C. Drug 2: CS(=O)(=O)CCNCC1=CC=C(O1)C2=CC3=C(C=C2)N=CN=C3NC4=CC(=C(C=C4)OCC5=CC(=CC=C5)F)Cl. Cell line: CCRF-CEM. Synergy scores: CSS=40.7, Synergy_ZIP=1.80, Synergy_Bliss=2.78, Synergy_Loewe=-2.94, Synergy_HSA=-0.669. (4) Drug 1: CC1=C(C=C(C=C1)C(=O)NC2=CC(=CC(=C2)C(F)(F)F)N3C=C(N=C3)C)NC4=NC=CC(=N4)C5=CN=CC=C5. Drug 2: C1CCC(C(C1)N)N.C(=O)(C(=O)[O-])[O-].[Pt+4]. Cell line: COLO 205. Synergy scores: CSS=37.9, Synergy_ZIP=2.46, Synergy_Bliss=2.28, Synergy_Loewe=-1.98, Synergy_HSA=5.36. (5) Drug 1: CC1C(C(=O)NC(C(=O)N2CCCC2C(=O)N(CC(=O)N(C(C(=O)O1)C(C)C)C)C)C(C)C)NC(=O)C3=C4C(=C(C=C3)C)OC5=C(C(=O)C(=C(C5=N4)C(=O)NC6C(OC(=O)C(N(C(=O)CN(C(=O)C7CCCN7C(=O)C(NC6=O)C(C)C)C)C)C(C)C)C)N)C. Drug 2: C(CN)CNCCSP(=O)(O)O. Cell line: KM12. Synergy scores: CSS=27.5, Synergy_ZIP=-8.84, Synergy_Bliss=-5.70, Synergy_Loewe=-88.0, Synergy_HSA=-8.33. (6) Drug 1: CC12CCC3C(C1CCC2=O)CC(=C)C4=CC(=O)C=CC34C. Drug 2: C1=CC(=CC=C1CCC2=CNC3=C2C(=O)NC(=N3)N)C(=O)NC(CCC(=O)O)C(=O)O. Cell line: HOP-62. Synergy scores: CSS=45.1, Synergy_ZIP=4.31, Synergy_Bliss=5.18, Synergy_Loewe=-2.75, Synergy_HSA=7.76. (7) Drug 1: C1=CC(=C2C(=C1NCCNCCO)C(=O)C3=C(C=CC(=C3C2=O)O)O)NCCNCCO. Synergy scores: CSS=15.4, Synergy_ZIP=-13.1, Synergy_Bliss=-18.2, Synergy_Loewe=-15.1, Synergy_HSA=-13.4. Cell line: LOX IMVI. Drug 2: CC12CCC3C(C1CCC2OP(=O)(O)O)CCC4=C3C=CC(=C4)OC(=O)N(CCCl)CCCl.[Na+]. (8) Drug 1: CC1C(C(=O)NC(C(=O)N2CCCC2C(=O)N(CC(=O)N(C(C(=O)O1)C(C)C)C)C)C(C)C)NC(=O)C3=C4C(=C(C=C3)C)OC5=C(C(=O)C(=C(C5=N4)C(=O)NC6C(OC(=O)C(N(C(=O)CN(C(=O)C7CCCN7C(=O)C(NC6=O)C(C)C)C)C)C(C)C)C)N)C. Drug 2: C1=NC2=C(N1)C(=S)N=CN2. Cell line: NCI-H226. Synergy scores: CSS=22.2, Synergy_ZIP=-8.01, Synergy_Bliss=-5.72, Synergy_Loewe=-1.19, Synergy_HSA=-0.785. (9) Drug 1: CN(C)C1=NC(=NC(=N1)N(C)C)N(C)C. Drug 2: C1=NC2=C(N1)C(=S)N=CN2. Cell line: U251. Synergy scores: CSS=1.96, Synergy_ZIP=-10.9, Synergy_Bliss=-12.8, Synergy_Loewe=-50.7, Synergy_HSA=-14.7.